From a dataset of HIV replication inhibition screening data with 41,000+ compounds from the AIDS Antiviral Screen. Binary Classification. Given a drug SMILES string, predict its activity (active/inactive) in a high-throughput screening assay against a specified biological target. (1) The drug is COc1ccc(OC)c(C(Cc2ccnc3ccccc23)Cc2ccnc3ccccc23)c1. The result is 0 (inactive). (2) The compound is N#Cc1cc2ccccc2nc1SN. The result is 0 (inactive). (3) The compound is O=C1C(=O)N(c2ccc(Cl)cc2)C(=O)C(=O)C1c1nc2ccccc2o1. The result is 0 (inactive). (4) The molecule is N#Cc1c(N)c2c(c(-c3ccccc3)c1-c1ccccc1)C(=O)N(Nc1ccccc1)C2=O. The result is 0 (inactive). (5) The compound is c1ccc2sc(NCCSSCCNc3nc4ccccc4s3)nc2c1. The result is 0 (inactive). (6) The molecule is O=C1C(=Cc2ccccc2)CCCCC1=Cc1ccccc1. The result is 0 (inactive).